From a dataset of Catalyst prediction with 721,799 reactions and 888 catalyst types from USPTO. Predict which catalyst facilitates the given reaction. (1) Reactant: [CH2:1]([C:3]([F:34])([CH2:32][CH3:33])[CH2:4][N:5]1[CH2:10][CH2:9][CH:8]([CH2:11][O:12][C:13]2[CH:18]=[CH:17][C:16]([C:19]3[CH:24]=[CH:23][C:22]([C:25]([O:27]CC)=[O:26])=[CH:21][C:20]=3[F:30])=[CH:15][C:14]=2[F:31])[CH2:7][CH2:6]1)[CH3:2].O[Li].O. Product: [CH2:1]([C:3]([F:34])([CH2:32][CH3:33])[CH2:4][N:5]1[CH2:6][CH2:7][CH:8]([CH2:11][O:12][C:13]2[CH:18]=[CH:17][C:16]([C:19]3[CH:24]=[CH:23][C:22]([C:25]([OH:27])=[O:26])=[CH:21][C:20]=3[F:30])=[CH:15][C:14]=2[F:31])[CH2:9][CH2:10]1)[CH3:2]. The catalyst class is: 20. (2) Reactant: [C:1]([N:5]1[C:14]2[C:9](=[CH:10][CH:11]=[C:12](Cl)[N:13]=2)[C:8](=[O:16])[C:7]([C:17]([O:19][CH2:20][CH3:21])=[O:18])=[CH:6]1)([CH3:4])([CH3:3])[CH3:2].[C:22]([O:26][C:27]([NH:29][CH:30]1[CH2:34][CH2:33][NH:32][CH2:31]1)=[O:28])([CH3:25])([CH3:24])[CH3:23].C(=O)([O-])[O-].[K+].[K+]. Product: [C:22]([O:26][C:27]([NH:29][CH:30]1[CH2:34][CH2:33][N:32]([C:12]2[N:13]=[C:14]3[C:9]([C:8](=[O:16])[C:7]([C:17]([O:19][CH2:20][CH3:21])=[O:18])=[CH:6][N:5]3[C:1]([CH3:4])([CH3:3])[CH3:2])=[CH:10][CH:11]=2)[CH2:31]1)=[O:28])([CH3:25])([CH3:23])[CH3:24]. The catalyst class is: 4. (3) Product: [NH2:1][C:2]1[N:11]=[CH:10][C:9]2[CH2:8][C@H:7]3[NH:12][CH2:13][C@@H:14]([NH:16][C:17](=[O:26])[N:18]([CH2:21][CH2:22][N:23]([CH3:25])[CH3:24])[CH2:19][CH3:20])[CH2:15][C@@H:6]3[CH2:5][C:4]=2[N:3]=1. Reactant: [NH2:1][C:2]1[N:11]=[CH:10][C:9]2[CH2:8][C@H:7]3[N:12](CC4C=CC=CC=4)[CH2:13][C@@H:14]([NH:16][C:17](=[O:26])[N:18]([CH2:21][CH2:22][N:23]([CH3:25])[CH3:24])[CH2:19][CH3:20])[CH2:15][C@@H:6]3[CH2:5][C:4]=2[N:3]=1.C(O)C. The catalyst class is: 586. (4) Reactant: [Cl:1][C:2]1[CH:3]=[C:4]([C:8]2[N:16]=[C:15]([C:17]#[N:18])[N:14]=[C:13]3[C:9]=2[N:10]([CH2:19][C@H:20]2[CH2:25][CH2:24][C@H:23]([CH3:26])[CH2:22][CH2:21]2)[CH:11]=[N:12]3)[CH:5]=[N:6][CH:7]=1.CC1(C)CCCC(C)(C)N1[Mg]Cl.[Cl-].[Li+].[O:41]1[CH2:44][C:43](=[O:45])[CH2:42]1. Product: [Cl:1][C:2]1[CH:3]=[C:4]([C:8]2[N:16]=[C:15]([C:17]#[N:18])[N:14]=[C:13]3[C:9]=2[N:10]([CH2:19][C@H:20]2[CH2:25][CH2:24][C@H:23]([CH3:26])[CH2:22][CH2:21]2)[C:11]([C:43]2([OH:45])[CH2:44][O:41][CH2:42]2)=[N:12]3)[CH:5]=[N:6][CH:7]=1. The catalyst class is: 1. (5) The catalyst class is: 7. Product: [NH2:1][C@H:4]([CH3:31])[CH2:5][CH2:6][CH2:7][CH2:8][N:9]1[C:14](=[O:15])[C:13]2[C:16](=[O:28])[CH:17]=[C:18]([CH3:27])[N:19]([CH2:20][C:21]3[CH:22]=[CH:23][CH:24]=[CH:25][CH:26]=3)[C:12]=2[N:11]([CH3:29])[C:10]1=[O:30]. Reactant: [N:1]([C@H:4]([CH3:31])[CH2:5][CH2:6][CH2:7][CH2:8][N:9]1[C:14](=[O:15])[C:13]2[C:16](=[O:28])[CH:17]=[C:18]([CH3:27])[N:19]([CH2:20][C:21]3[CH:26]=[CH:25][CH:24]=[CH:23][CH:22]=3)[C:12]=2[N:11]([CH3:29])[C:10]1=[O:30])=[N+]=[N-].C1(P(C2C=CC=CC=2)C2C=CC=CC=2)C=CC=CC=1.O. (6) Reactant: [Cl:1][C:2]1[C:3]([CH3:15])=[N:4][N:5](CC(O)=O)[C:6]=1[C:7]([F:10])([F:9])[F:8].[C:16](Cl)(=[O:20])[C:17](Cl)=O.[F:22][C:23]1[CH:28]=[CH:27][C:26]([N:29]2[CH:33]=[C:32]([NH:34][CH3:35])[CH:31]=[N:30]2)=[CH:25][CH:24]=1.CCN(CC)CC. Product: [Cl:1][C:2]1[C:6]([C:7]([F:8])([F:9])[F:10])=[N:5][N:4]([CH2:17][C:16]([N:34]([C:32]2[CH:31]=[N:30][N:29]([C:26]3[CH:27]=[CH:28][C:23]([F:22])=[CH:24][CH:25]=3)[CH:33]=2)[CH3:35])=[O:20])[C:3]=1[CH3:15]. The catalyst class is: 59.